From a dataset of Catalyst prediction with 721,799 reactions and 888 catalyst types from USPTO. Predict which catalyst facilitates the given reaction. The catalyst class is: 29. Product: [NH2:10][CH:11]1[CH2:16][CH2:15][N:14]([CH:17]([CH3:19])[CH3:18])[CH2:13][CH2:12]1. Reactant: C(OC(=O)[NH:10][CH:11]1[CH2:16][CH2:15][N:14]([CH:17]([CH3:19])[CH3:18])[CH2:13][CH2:12]1)C1C=CC=CC=1.